From a dataset of Full USPTO retrosynthesis dataset with 1.9M reactions from patents (1976-2016). Predict the reactants needed to synthesize the given product. Given the product [CH3:17][C:18]([CH2:13][CH:14]([CH3:15])[CH3:9])=[O:19].[CH2:58]([O:60][C:61](=[O:63])[CH3:62])[CH3:59], predict the reactants needed to synthesize it. The reactants are: CC1C=CN2C3C4NC(=O)C(C)=CC=C[C@H](C)[C@H](O)[C@@H](C)[C@@H](O)[C@@H](C)[C@H](OC(C)=O)[C@H](C)[C@@H](OC)C=CO[C@]5(C)C(=O)[C:15]6=C(O5)[C:17](C)=[C:18]([OH:19])[C:13](=[C:14]6[C:9]=3N=C2C=1)C=4O.[CH2:58]([O:60][C:61](=[O:63])[CH3:62])[CH3:59].